From a dataset of Full USPTO retrosynthesis dataset with 1.9M reactions from patents (1976-2016). Predict the reactants needed to synthesize the given product. (1) Given the product [CH3:20][Si:19]([CH3:22])([CH3:21])[CH2:18][CH2:17][O:16][CH2:15][N:12]1[C:8]2[N:9]=[CH:10][N:11]=[C:6]([C:4]3[CH:5]=[N:1][N:2]([CH:36]([CH2:37][CH3:38])[CH2:35][CH:34]=[O:39])[CH:3]=3)[C:7]=2[CH:14]=[CH:13]1, predict the reactants needed to synthesize it. The reactants are: [NH:1]1[CH:5]=[C:4]([C:6]2[C:7]3[CH:14]=[CH:13][N:12]([CH2:15][O:16][CH2:17][CH2:18][Si:19]([CH3:22])([CH3:21])[CH3:20])[C:8]=3[N:9]=[CH:10][N:11]=2)[CH:3]=[N:2]1.C1CCN2C(=NCCC2)CC1.[CH:34](=[O:39])/[CH:35]=[CH:36]/[CH2:37][CH3:38].O. (2) Given the product [CH3:1][C:2]1([CH3:38])[C:11]2[CH:10]=[C:9]([C:12](=[N:40][OH:41])[CH:13]=[CH:14][C:15]3[CH:29]=[CH:28][C:18]([C:19]([OH:21])=[O:20])=[CH:17][CH:16]=3)[CH:8]=[CH:7][C:6]=2[C:5]([C:31]2[CH:36]=[CH:35][C:34]([CH3:37])=[CH:33][CH:32]=2)=[CH:4][CH2:3]1, predict the reactants needed to synthesize it. The reactants are: [CH3:1][C:2]1([CH3:38])[C:11]2[CH:10]=[C:9]([C:12](=O)[CH:13]=[CH:14][C:15]3[CH:29]=[CH:28][C:18]([C:19]([O:21]CC[Si](C)(C)C)=[O:20])=[CH:17][CH:16]=3)[CH:8]=[CH:7][C:6]=2[C:5]([C:31]2[CH:36]=[CH:35][C:34]([CH3:37])=[CH:33][CH:32]=2)=[CH:4][CH2:3]1.Cl.[NH2:40][OH:41].N1C=CC=CC=1.[F-]. (3) Given the product [Cl:8][C:6]1[N:5]=[C:4]([S:9][CH3:10])[N:3]=[C:2]([NH:14][CH2:11][C:12]#[CH:13])[CH:7]=1, predict the reactants needed to synthesize it. The reactants are: Cl[C:2]1[CH:7]=[C:6]([Cl:8])[N:5]=[C:4]([S:9][CH3:10])[N:3]=1.[CH2:11]([NH2:14])[C:12]#[CH:13].O. (4) Given the product [I:42][C:5]1[CH:6]=[C:7]([C:20]([O:22][CH3:23])=[O:21])[C:8]2[NH:10][C:11]3[C:12](=[CH:16][CH:17]=[CH:18][CH:19]=3)[C:13](=[O:15])[C:9]=2[CH:4]=1, predict the reactants needed to synthesize it. The reactants are: [K+].[Br-].I[C:4]1[CH:5]=[CH:6][C:7]([C:20]([O:22][CH3:23])=[O:21])=[C:8]([NH:10][C:11]2[CH:19]=[CH:18][CH:17]=[CH:16][C:12]=2[C:13]([OH:15])=O)[CH:9]=1.C(N(CC)CCNC(C1C=CC2C(=CC=C([I:42])C=2)N=1)=O)C.